This data is from Catalyst prediction with 721,799 reactions and 888 catalyst types from USPTO. The task is: Predict which catalyst facilitates the given reaction. (1) Reactant: Br[CH2:2][CH:3]([C:11]1[N:12]([CH3:27])[C:13]2[C:18]([C:19]=1[S:20][C:21]([CH3:24])([CH3:23])[CH3:22])=[CH:17][C:16]([O:25][CH3:26])=[CH:15][CH:14]=2)[CH2:4][C:5]1[CH:10]=[CH:9][CH:8]=[CH:7][CH:6]=1.[C-:28]#[N:29].[K+]. Product: [C:21]([S:20][C:19]1[C:18]2[C:13](=[CH:14][CH:15]=[C:16]([O:25][CH3:26])[CH:17]=2)[N:12]([CH3:27])[C:11]=1[CH:3]([CH2:4][C:5]1[CH:10]=[CH:9][CH:8]=[CH:7][CH:6]=1)[CH2:2][C:28]#[N:29])([CH3:24])([CH3:23])[CH3:22]. The catalyst class is: 16. (2) Reactant: [N:1]1[C:10]2[C:5](=[CH:6][CH:7]=[CH:8][CH:9]=2)[CH:4]=[C:3]([CH2:11]P(=O)([O-])[O-])[CH:2]=1.[H-].[Na+].[CH:18]([C:20]1[CH:21]=[C:22]([C:26]([O:28][CH2:29][CH3:30])=[O:27])[N:23]([CH3:25])[CH:24]=1)=O.O. Product: [CH3:25][N:23]1[CH:24]=[C:20](/[CH:18]=[CH:11]/[C:3]2[CH:2]=[N:1][C:10]3[C:5]([CH:4]=2)=[CH:6][CH:7]=[CH:8][CH:9]=3)[CH:21]=[C:22]1[C:26]([O:28][CH2:29][CH3:30])=[O:27]. The catalyst class is: 1. (3) Reactant: [Cl:1][C:2]1[CH:3]=[N:4][C:5]([N:8]2[CH2:13][CH2:12][CH:11]([CH:14]3[CH2:16][CH:15]3[CH2:17][CH2:18][OH:19])[CH2:10][CH2:9]2)=[N:6][CH:7]=1.[S:20](Cl)([C:23]1[CH:29]=[CH:28][C:26]([CH3:27])=[CH:25][CH:24]=1)(=[O:22])=[O:21]. Product: [CH3:27][C:26]1[CH:28]=[CH:29][C:23]([S:20]([O:19][CH2:18][CH2:17][C@H:15]2[CH2:16][C@@H:14]2[CH:11]2[CH2:12][CH2:13][N:8]([C:5]3[N:6]=[CH:7][C:2]([Cl:1])=[CH:3][N:4]=3)[CH2:9][CH2:10]2)(=[O:22])=[O:21])=[CH:24][CH:25]=1. The catalyst class is: 154.